From a dataset of Catalyst prediction with 721,799 reactions and 888 catalyst types from USPTO. Predict which catalyst facilitates the given reaction. Reactant: Cl[C:2]1[C:11]([CH2:12][C:13]([F:16])([F:15])[F:14])=[C:10]([Cl:17])[C:9]2[C:4](=[CH:5][CH:6]=[C:7]([C:18]([C:26]3[C:27]([CH3:33])=[N:28][C:29]([CH3:32])=[CH:30][CH:31]=3)([C:20]3[N:24]([CH3:25])[N:23]=[N:22][CH:21]=3)[OH:19])[CH:8]=2)[N:3]=1.C1(C)C=CC=CC=1.[CH3:41][O-:42].[Na+]. Product: [Cl:17][C:10]1[C:9]2[C:4](=[CH:5][CH:6]=[C:7]([C:18]([C:26]3[C:27]([CH3:33])=[N:28][C:29]([CH3:32])=[CH:30][CH:31]=3)([C:20]3[N:24]([CH3:25])[N:23]=[N:22][CH:21]=3)[OH:19])[CH:8]=2)[N:3]=[C:2]([O:42][CH3:41])[C:11]=1[CH2:12][C:13]([F:16])([F:15])[F:14]. The catalyst class is: 25.